Dataset: Reaction yield outcomes from USPTO patents with 853,638 reactions. Task: Predict the reaction yield, written as a fraction of the theoretical maximum amount of product (1.0 means a 100% yield; for example, 0.34 means a 34% yield). (1) The reactants are [CH3:1][NH:2][C:3]1[C:4]([NH2:12])=[CH:5][C:6]([N+:9]([O-:11])=[O:10])=[CH:7][CH:8]=1.Cl.[N:14]([O-])=O.[Na+].[OH-].[K+]. The catalyst is O. The product is [CH3:1][N:2]1[C:3]2[CH:8]=[CH:7][C:6]([N+:9]([O-:11])=[O:10])=[CH:5][C:4]=2[N:12]=[N:14]1. The yield is 0.810. (2) The reactants are I[C:2]1[N:24]([S:25]([C:28]2[CH:33]=[CH:32][CH:31]=[CH:30][CH:29]=2)(=[O:27])=[O:26])[C:5]2=[N:6][CH:7]=[CH:8][C:9]([C:10]3[CH:15]=[CH:14][C:13]([S:16]([N:19]4[CH2:23][CH2:22][CH2:21][CH2:20]4)(=[O:18])=[O:17])=[CH:12][CH:11]=3)=[C:4]2[CH:3]=1.[CH3:34][Si:35]([C:38]#[CH:39])([CH3:37])[CH3:36].O. The catalyst is C1COCC1.[Cu]I.Cl[Pd](Cl)([P](C1C=CC=CC=1)(C1C=CC=CC=1)C1C=CC=CC=1)[P](C1C=CC=CC=1)(C1C=CC=CC=1)C1C=CC=CC=1. The product is [C:28]1([S:25]([N:24]2[C:5]3=[N:6][CH:7]=[CH:8][C:9]([C:10]4[CH:15]=[CH:14][C:13]([S:16]([N:19]5[CH2:23][CH2:22][CH2:21][CH2:20]5)(=[O:18])=[O:17])=[CH:12][CH:11]=4)=[C:4]3[CH:3]=[C:2]2[C:39]#[C:38][Si:35]([CH3:37])([CH3:36])[CH3:34])(=[O:27])=[O:26])[CH:33]=[CH:32][CH:31]=[CH:30][CH:29]=1. The yield is 0.790. (3) The catalyst is C(O)C. The yield is 0.900. The product is [CH2:16]([N:6]([CH2:5][C:4]([OH:23])=[O:3])[CH2:7][C:8]1[CH:13]=[CH:12][CH:11]=[C:10]([O:14][CH3:15])[CH:9]=1)[C:17]1[CH:22]=[CH:21][CH:20]=[CH:19][CH:18]=1. The reactants are C([O:3][C:4](=[O:23])[CH2:5][N:6]([CH2:16][C:17]1[CH:22]=[CH:21][CH:20]=[CH:19][CH:18]=1)[CH2:7][C:8]1[CH:13]=[CH:12][CH:11]=[C:10]([O:14][CH3:15])[CH:9]=1)C.[OH-].[Na+].